Predict the reactants needed to synthesize the given product. From a dataset of Full USPTO retrosynthesis dataset with 1.9M reactions from patents (1976-2016). Given the product [Cl:1][C:2]1[CH:7]=[C:6]([Cl:8])[N:5]=[C:4]([S:9][C:12]2[CH:19]=[CH:18][C:17]([NH:20][C:21]([CH:23]3[CH2:24][CH2:25][CH2:26][CH2:27]3)=[O:22])=[CH:16][CH:15]=2)[N:3]=1, predict the reactants needed to synthesize it. The reactants are: [Cl:1][C:2]1[CH:7]=[C:6]([Cl:8])[N:5]=[C:4]([S:9]([CH3:12])(=O)=O)[N:3]=1.SC1[CH:19]=[CH:18][C:17]([NH:20][C:21]([CH:23]2[CH2:27][CH2:26][CH2:25][CH2:24]2)=[O:22])=[CH:16][CH:15]=1.C(N(CC)CC)C.O.